This data is from Forward reaction prediction with 1.9M reactions from USPTO patents (1976-2016). The task is: Predict the product of the given reaction. (1) The product is: [F:18][C:12]1[CH:13]=[CH:14][CH:15]=[C:16]([F:17])[C:11]=1[C:10]1[C:5]2[C:6](=[N:7][C:2]([NH:36][CH:33]3[CH2:34][CH2:35][N:30]([S:27]([CH3:26])(=[O:29])=[O:28])[CH2:31][CH2:32]3)=[N:3][CH:4]=2)[NH:8][N:9]=1. Given the reactants Cl[C:2]1[N:7]=[C:6]2[NH:8][N:9]=[C:10]([C:11]3[C:16]([F:17])=[CH:15][CH:14]=[CH:13][C:12]=3[F:18])[C:5]2=[CH:4][N:3]=1.FC(F)(F)C(O)=O.[CH3:26][S:27]([N:30]1[CH2:35][CH2:34][CH:33]([NH2:36])[CH2:32][CH2:31]1)(=[O:29])=[O:28], predict the reaction product. (2) Given the reactants [F:1][C:2]1[CH:10]=[CH:9][C:8]([N+:11]([O-:13])=[O:12])=[CH:7][C:3]=1[C:4]([OH:6])=O.[CH2:14]([NH2:20])[C:15]1[O:19][CH:18]=[CH:17][CH:16]=1.CN(C(ON1N=NC2C=CC=CC1=2)=[N+](C)C)C.F[P-](F)(F)(F)(F)F.C1C=CC2N(O)N=NC=2C=1.CN1CCOCC1.Cl, predict the reaction product. The product is: [O:19]1[CH:18]=[CH:17][CH:16]=[C:15]1[CH2:14][NH:20][C:4](=[O:6])[C:3]1[CH:7]=[C:8]([N+:11]([O-:13])=[O:12])[CH:9]=[CH:10][C:2]=1[F:1]. (3) Given the reactants [CH3:1][N:2]1[C:6]2[CH:7]=[CH:8][C:9]([CH2:11][NH2:12])=[CH:10][C:5]=2[N:4]=[N:3]1.[CH3:13][O:14][C:15]1[CH:22]=[CH:21][CH:20]=[C:19]([O:23][CH3:24])[C:16]=1[CH:17]=O, predict the reaction product. The product is: [CH3:13][O:14][C:15]1[CH:22]=[CH:21][CH:20]=[C:19]([O:23][CH3:24])[C:16]=1[CH:17]1[N:12]([CH2:11][C:9]2[CH:8]=[CH:7][C:6]3[N:2]([CH3:1])[N:3]=[N:4][C:5]=3[CH:10]=2)[C:15](=[O:14])[CH2:16][CH2:19][CH2:20]1.